This data is from Forward reaction prediction with 1.9M reactions from USPTO patents (1976-2016). The task is: Predict the product of the given reaction. Given the reactants [CH2:1]([N:8]([CH2:16][C:17]1[CH:22]=[CH:21][CH:20]=[CH:19][CH:18]=1)[C:9]1[CH:14]=[CH:13][C:12](Br)=[CH:11][CH:10]=1)[C:2]1[CH:7]=[CH:6][CH:5]=[CH:4][CH:3]=1.C([Li])CCC.C([O:31][B:32](OC(C)C)[O:33]C(C)C)(C)C.Cl, predict the reaction product. The product is: [CH2:1]([N:8]([CH2:16][C:17]1[CH:22]=[CH:21][CH:20]=[CH:19][CH:18]=1)[C:9]1[CH:14]=[CH:13][C:12]([B:32]([OH:33])[OH:31])=[CH:11][CH:10]=1)[C:2]1[CH:7]=[CH:6][CH:5]=[CH:4][CH:3]=1.